This data is from Experimentally validated miRNA-target interactions with 360,000+ pairs, plus equal number of negative samples. The task is: Binary Classification. Given a miRNA mature sequence and a target amino acid sequence, predict their likelihood of interaction. The miRNA is hsa-miR-7106-5p with sequence UGGGAGGAGGGGAUCUUGGG. The protein sequence of the target gene is MPLRDETLREVWASDSGHEEESLSPEAPRRPKQRPAPAQRLRKKRTEAPESPCPTGSKPRKPGAGRTGRPREEPSPDPAQARAPQTVYARFLRDPEAKKRDPRETFLVARAPDAEDEEEEEEEDEEDEEEEAEEKKEKILLPPKKPLREKSSADLKERRAKAQGPRGDLGSPDPPPKPLRVRNKEAPAGEGTKMRKTKKKGSGEADKDPSGSPASARKSPAAMFLVGEGSPDKKALKKKGTPKGARKEEEEEEEAATVIKKSNQKGKAKGKGKKKAKEERAPSPPVEVDEPREFVLRPAP.... Result: 1 (interaction).